Dataset: Forward reaction prediction with 1.9M reactions from USPTO patents (1976-2016). Task: Predict the product of the given reaction. (1) Given the reactants Br[C:2]1[CH:3]=[C:4]2[C:9](=[N:10][CH:11]=1)[NH:8][CH2:7][CH2:6][CH:5]2[OH:12].[CH3:13][N:14]1[CH2:19][CH2:18][N:17]([C:20]([C:22]2[CH:27]=[CH:26][C:25](B3OC(C)(C)C(C)(C)O3)=[CH:24][CH:23]=2)=[O:21])[CH2:16][CH2:15]1, predict the reaction product. The product is: [OH:12][CH:5]1[CH2:6][CH2:7][NH:8][C:9]2[N:10]=[CH:11][C:2]([C:25]3[CH:24]=[CH:23][C:22]([C:20]([N:17]4[CH2:18][CH2:19][N:14]([CH3:13])[CH2:15][CH2:16]4)=[O:21])=[CH:27][CH:26]=3)=[CH:3][C:4]1=2. (2) The product is: [O:1]([CH2:8][C:9]1[CH:10]=[CH:11][C:12]([CH2:15][CH2:16][C:17]([C:19]2[O:20][C:21]([C:24]3[N:29]=[CH:28][C:27]([C:30]([OH:32])=[O:31])=[CH:26][CH:25]=3)=[CH:22][N:23]=2)=[O:18])=[CH:13][CH:14]=1)[C:2]1[CH:7]=[CH:6][CH:5]=[CH:4][CH:3]=1. Given the reactants [O:1]([CH2:8][C:9]1[CH:14]=[CH:13][C:12]([CH2:15][CH2:16][C:17]([C:19]2[O:20][C:21]([C:24]3[N:29]=[CH:28][C:27]([C:30]([O:32]C)=[O:31])=[CH:26][CH:25]=3)=[CH:22][N:23]=2)=[O:18])=[CH:11][CH:10]=1)[C:2]1[CH:7]=[CH:6][CH:5]=[CH:4][CH:3]=1.[Li+].[OH-].Cl, predict the reaction product.